This data is from Reaction yield outcomes from USPTO patents with 853,638 reactions. The task is: Predict the reaction yield, written as a fraction of the theoretical maximum amount of product (1.0 means a 100% yield; for example, 0.34 means a 34% yield). The reactants are I[C:2]1[CH:7]=[CH:6][C:5]([O:8][CH3:9])=[CH:4][C:3]=1[O:10][CH3:11].[OH:12][CH2:13][C@@H:14]1[C@:23]2([CH3:24])[C@H:18]([C:19]([CH3:26])([CH3:25])[CH2:20][CH2:21][CH2:22]2)[CH2:17][CH2:16][C@@:15]1([CH3:28])[OH:27].C([O-])([O-])=O.[Cs+].[Cs+].COCCOCCOC. The catalyst is CCOC(C)=O.[Cu]I.C1(C)C=CC=CC=1. The product is [CH3:11][O:10][C:3]1[CH:4]=[C:5]([O:8][CH3:9])[CH:6]=[CH:7][C:2]=1[O:12][CH2:13][C@@H:14]1[C@:23]2([CH3:24])[C@H:18]([C:19]([CH3:26])([CH3:25])[CH2:20][CH2:21][CH2:22]2)[CH2:17][CH2:16][C@@:15]1([CH3:28])[OH:27]. The yield is 0.640.